This data is from Forward reaction prediction with 1.9M reactions from USPTO patents (1976-2016). The task is: Predict the product of the given reaction. (1) The product is: [O:4]1[C:5]2([CH2:9][CH2:8][N:7]([C:10]3[CH:15]=[CH:14][C:13]([N:16]4[CH:25]=[CH:24][C:23]5[C:18](=[CH:19][CH:20]=[C:21]([O:26][CH2:34][C@H:30]6[CH2:31][CH2:32][CH2:33][O:29]6)[CH:22]=5)[C:17]4=[O:27])=[CH:12][C:11]=3[F:28])[CH2:6]2)[O:1][CH2:2][CH2:3]1. Given the reactants [O:1]1[C:5]2([CH2:9][CH2:8][N:7]([C:10]3[CH:15]=[CH:14][C:13]([N:16]4[CH:25]=[CH:24][C:23]5[C:18](=[CH:19][CH:20]=[C:21]([OH:26])[CH:22]=5)[C:17]4=[O:27])=[CH:12][C:11]=3[F:28])[CH2:6]2)[O:4][CH2:3][CH2:2]1.[O:29]1[CH2:33][CH2:32][CH2:31][C@@H:30]1[CH2:34]OS(C)(=O)=O, predict the reaction product. (2) Given the reactants [F:1][C:2]1[CH:18]=[C:17]([C:19]2[C:20]3[C:21]4[CH:35]=[CH:34][S:33][C:22]=4[C:23](=[O:32])[NH:24][C:25]=3[C:26]([CH3:31])=[CH:27][C:28]=2[O:29]C)[CH:16]=[CH:15][C:3]=1[CH2:4][CH2:5][N:6](C)[C:7](=O)OC(C)(C)C.B(Br)(Br)Br.C(Cl)[Cl:41], predict the reaction product. The product is: [ClH:41].[F:1][C:2]1[CH:18]=[C:17]([C:19]2[C:20]3[C:21]4[CH:35]=[CH:34][S:33][C:22]=4[C:23](=[O:32])[NH:24][C:25]=3[C:26]([CH3:31])=[CH:27][C:28]=2[OH:29])[CH:16]=[CH:15][C:3]=1[CH2:4][CH2:5][NH:6][CH3:7]. (3) Given the reactants [Cl:1][C:2]1[CH:7]=[CH:6][N:5]=[C:4]([NH:8][CH2:9][C:10]2[O:14][N:13]=[C:12]([CH3:15])[CH:11]=2)[N:3]=1.[CH3:16][O:17][C:18]1[CH:19]=[C:20]([CH2:26][CH2:27][C:28]2[NH:32][N:31]=[C:30]([NH2:33])[CH:29]=2)[CH:21]=[CH:22][C:23]=1[O:24][CH3:25], predict the reaction product. The product is: [ClH:1].[CH3:16][O:17][C:18]1[CH:19]=[C:20]([CH2:26][CH2:27][C:28]2[NH:32][N:31]=[C:30]([NH:33][C:2]3[CH:7]=[CH:6][N:5]=[C:4]([NH:8][CH2:9][C:10]4[O:14][N:13]=[C:12]([CH3:15])[CH:11]=4)[N:3]=3)[CH:29]=2)[CH:21]=[CH:22][C:23]=1[O:24][CH3:25]. (4) The product is: [F:29][C:25]1[CH:24]=[C:23]([NH:22][C:19]2[N:18]=[C:17]([NH:30][CH2:31][CH2:32][CH3:33])[C:16]([C:14]3[O:13][N:12]=[C:11]([CH2:10][CH2:9][OH:8])[CH:15]=3)=[CH:21][N:20]=2)[CH:28]=[CH:27][CH:26]=1. Given the reactants [Si]([O:8][CH2:9][CH2:10][C:11]1[CH:15]=[C:14]([C:16]2[C:17]([NH:30][CH2:31][CH2:32][CH3:33])=[N:18][C:19]([NH:22][C:23]3[CH:28]=[CH:27][CH:26]=[C:25]([F:29])[CH:24]=3)=[N:20][CH:21]=2)[O:13][N:12]=1)(C(C)(C)C)(C)C.[F-].C([N+](CCCC)(CCCC)CCCC)CCC.C(=O)([O-])O.[Na+].C(OCC)(=O)C, predict the reaction product. (5) Given the reactants [F:1][C:2]1[CH:7]=[CH:6][C:5]([N:8]2[CH2:13][CH2:12][N:11]([C:14]3[N:19]=[CH:18][N:17]([CH2:20][OH:21])[C:16](=[O:22])[N:15]=3)[CH2:10][CH2:9]2)=[CH:4][CH:3]=1.C(N(CC)CC)C.[C:30]1([CH3:50])[CH:35]=[CH:34][C:33]([S:36](O[S:36]([C:33]2[CH:34]=[CH:35][C:30]([CH3:50])=[CH:31][CH:32]=2)(=[O:38])=[O:37])(=[O:38])=[O:37])=[CH:32][CH:31]=1, predict the reaction product. The product is: [CH3:50][C:30]1[CH:35]=[CH:34][C:33]([S:36]([O:21][CH2:20][N:17]2[CH:18]=[N:19][C:14]([N:11]3[CH2:12][CH2:13][N:8]([C:5]4[CH:6]=[CH:7][C:2]([F:1])=[CH:3][CH:4]=4)[CH2:9][CH2:10]3)=[N:15][C:16]2=[O:22])(=[O:38])=[O:37])=[CH:32][CH:31]=1. (6) Given the reactants [CH2:1]1[CH2:8][O:7][S:4](=[O:6])(=[O:5])[CH2:3][CH2:2]1.[CH2:9]([NH2:11])[CH3:10].CCO, predict the reaction product. The product is: [CH2:9]([NH:11][CH2:8][CH2:1][CH2:2][CH2:3][S:4]([OH:7])(=[O:6])=[O:5])[CH3:10]. (7) Given the reactants C[O:2][C:3](=[O:31])[C@@H:4]([NH:13][C:14](=[O:30])[C:15]1[CH:20]=[C:19]([Cl:21])[CH:18]=[CH:17][C:16]=1[O:22][CH2:23][CH2:24][CH2:25][CH2:26][CH2:27][CH2:28][CH3:29])[CH2:5][C:6]1[CH:11]=[CH:10][C:9](Br)=[CH:8][CH:7]=1.[F:32][C:33](B(O)O)([F:35])[F:34].[C:39]([O-:42])([O-])=O.[Na+].[Na+], predict the reaction product. The product is: [Cl:21][C:19]1[CH:18]=[CH:17][C:16]([O:22][CH2:23][CH2:24][CH2:25][CH2:26][CH2:27][CH2:28][CH3:29])=[C:15]([CH:20]=1)[C:14]([NH:13][C@@H:4]([CH2:5][C:6]1[CH:7]=[CH:8][C:9]([C:5]2[CH:6]=[CH:7][C:39]([O:42][C:33]([F:35])([F:34])[F:32])=[CH:3][CH:4]=2)=[CH:10][CH:11]=1)[C:3]([OH:2])=[O:31])=[O:30]. (8) Given the reactants FC(F)(F)C(O)=O.[Cl:8][C:9]1[N:14]=[N:13][C:12]([NH:15][NH2:16])=[C:11]([CH:17]([CH3:19])[CH3:18])[CH:10]=1.[N:20]#[C:21]Br.C(=O)([O-])[O-].[K+].[K+], predict the reaction product. The product is: [Cl:8][C:9]1[CH:10]=[C:11]([CH:17]([CH3:19])[CH3:18])[C:12]2[N:13]([C:21]([NH2:20])=[N:16][N:15]=2)[N:14]=1. (9) The product is: [Br:1][C:2]1[CH:3]=[N:4][C:5]([O:15][C:9]2[CH:14]=[CH:13][CH:12]=[CH:11][CH:10]=2)=[N:6][CH:7]=1. Given the reactants [Br:1][C:2]1[CH:3]=[N:4][C:5](Cl)=[N:6][CH:7]=1.[C:9]1([OH:15])[CH:14]=[CH:13][CH:12]=[CH:11][CH:10]=1.[OH-].[K+].O, predict the reaction product.